This data is from Reaction yield outcomes from USPTO patents with 853,638 reactions. The task is: Predict the reaction yield, written as a fraction of the theoretical maximum amount of product (1.0 means a 100% yield; for example, 0.34 means a 34% yield). (1) The reactants are [NH2:1][C:2]1[C:3](Cl)=[N:4][C:5]([C:8]([F:11])([F:10])[F:9])=[CH:6][CH:7]=1.[CH2:13]([O:15][C:16](=[O:24])[CH2:17]N1CCNCC1)[CH3:14]. The catalyst is O. The product is [CH2:13]([O:15][C:16](=[O:24])[CH2:17][CH:7]1[CH2:6][CH2:5][N:4]([C:3]2[C:2]([NH2:1])=[CH:7][CH:6]=[C:5]([C:8]([F:11])([F:10])[F:9])[N:4]=2)[CH2:3][CH2:2]1)[CH3:14]. The yield is 0.771. (2) The reactants are [F:1][C:2]([F:10])([F:9])[C:3]1([C:6](O)=O)[CH2:5][CH2:4]1.[NH2:11][NH:12][C:13]([NH2:15])=[S:14].P(Cl)(Cl)(Cl)=O. The catalyst is O1CCOCC1.C(OCC)(=O)C. The product is [F:1][C:2]([F:10])([F:9])[C:3]1([C:6]2[S:14][C:13]([NH2:15])=[N:12][N:11]=2)[CH2:5][CH2:4]1. The yield is 0.370. (3) The reactants are [OH:1][C:2]12[CH2:11][CH:6]3[CH2:7][CH:8]([CH2:10][CH:4]([CH:5]3[O:12][C:13]([N:15]3[CH2:19][CH2:18][C@H:17](O)[CH2:16]3)=[O:14])[CH2:3]1)[CH2:9]2.[O:21]=[C:22]1[CH2:27][C:26]([C:28]#[N:29])=[CH:25][CH2:24][NH:23]1. No catalyst specified. The product is [OH:1][C:2]12[CH2:3][CH:4]3[CH2:10][CH:8]([CH2:7][CH:6]([CH:5]3[O:12][C:13]([N:15]3[CH2:19][CH2:18][C@@H:17]([N:23]4[CH:24]=[CH:25][C:26]([C:28]#[N:29])=[CH:27][C:22]4=[O:21])[CH2:16]3)=[O:14])[CH2:11]1)[CH2:9]2. The yield is 0.0200. (4) The reactants are [O:1]=[C:2]1[CH2:7][CH2:6][N:5]([C:8]([O:10][C:11]([CH3:14])([CH3:13])[CH3:12])=[O:9])[CH2:4][CH2:3]1.C(N(CC)CC)C.[CH3:22][Si:23](Cl)([CH3:25])[CH3:24]. The catalyst is CN(C=O)C.CCCCCC. The product is [CH3:22][Si:23]([CH3:25])([CH3:24])[O:1][C:2]1[CH2:3][CH2:4][N:5]([C:8]([O:10][C:11]([CH3:14])([CH3:13])[CH3:12])=[O:9])[CH2:6][CH:7]=1. The yield is 0.880. (5) The reactants are F[C:2]1[CH:3]=[C:4]2[C:9](=[CH:10][C:11]=1[N+:12]([O-:14])=[O:13])[NH:8][C:7](=[O:15])[N:6]([NH:16][S:17]([CH3:20])(=[O:19])=[O:18])[C:5]2=[O:21].[NH:22]1[CH:26]=[CH:25][N:24]=[N:23]1. No catalyst specified. The product is [N+:12]([C:11]1[CH:10]=[C:9]2[C:4]([C:5](=[O:21])[N:6]([NH:16][S:17]([CH3:20])(=[O:19])=[O:18])[C:7](=[O:15])[NH:8]2)=[CH:3][C:2]=1[N:22]1[CH:26]=[CH:25][N:24]=[N:23]1)([O-:14])=[O:13]. The yield is 0.250. (6) The reactants are [OH:1][C:2]1[CH:7]=[C:6]([OH:8])[CH:5]=[CH:4][C:3]=1[C:9](=[O:18])[CH2:10][C:11]1[CH:16]=[CH:15][C:14]([CH3:17])=[CH:13][CH:12]=1.[CH3:19]O. No catalyst specified. The product is [OH:1][C:2]1[CH:7]=[C:6]([O:8][CH3:19])[CH:5]=[CH:4][C:3]=1[C:9](=[O:18])[CH2:10][C:11]1[CH:12]=[CH:13][C:14]([CH3:17])=[CH:15][CH:16]=1. The yield is 0.930. (7) The reactants are [Br:1][C:2]1[S:3][C:4]2[C:10]([OH:11])=[C:9]([C@H:12]([O:18][C:19]([CH3:22])([CH3:21])[CH3:20])[C:13]([O:15][CH2:16][CH3:17])=[O:14])[C:8]([CH3:23])=[CH:7][C:5]=2[N:6]=1.[B-](F)(F)(F)[F:25].[B-](F)(F)(F)F.C1[N+]2(CCl)CC[N+](F)(CC2)C1. The catalyst is C(#N)C. The product is [Br:1][C:2]1[S:3][C:4]2[C:10]([OH:11])=[C:9]([C@H:12]([O:18][C:19]([CH3:22])([CH3:21])[CH3:20])[C:13]([O:15][CH2:16][CH3:17])=[O:14])[C:8]([CH3:23])=[C:7]([F:25])[C:5]=2[N:6]=1. The yield is 0.350. (8) The reactants are [CH2:1]([O:8][C:9](=[O:16])[C@@H:10]([CH2:12][CH:13]([CH3:15])[CH3:14])[NH2:11])[C:2]1[CH:7]=[CH:6][CH:5]=[CH:4][CH:3]=1.[CH2:17]1[CH2:23][S:20](=[O:22])(=[O:21])[O:19][CH2:18]1. The catalyst is C(#N)C.CO. The product is [CH2:1]([O:8][C:9]([C@H:10]([NH:11][CH2:18][CH2:17][CH2:23][S:20]([OH:22])(=[O:21])=[O:19])[CH2:12][CH:13]([CH3:14])[CH3:15])=[O:16])[C:2]1[CH:7]=[CH:6][CH:5]=[CH:4][CH:3]=1. The yield is 0.490. (9) The reactants are [F:1][C:2]([F:7])([F:6])[C:3]([OH:5])=[O:4].FC(F)(F)C(O)=O.[Cl:15][C:16]1[CH:17]=[N:18][C:19]2[NH:20][C:21]3[CH:22]=[CH:23][CH:24]=[C:25]([CH:45]=3)[CH2:26][CH2:27][C:28]3[CH:36]=[C:32]([NH:33][C:34]=1[N:35]=2)[CH:31]=[CH:30][C:29]=3[NH:37][C:38]([C@@H:40]1[CH2:44][CH2:43][CH2:42][NH:41]1)=[O:39].[C:46]1([N:52]=[C:53]=[O:54])[CH:51]=[CH:50][CH:49]=[CH:48][CH:47]=1. No catalyst specified. The product is [F:1][C:2]([F:7])([F:6])[C:3]([OH:5])=[O:4].[Cl:15][C:16]1[CH:17]=[N:18][C:19]2[NH:20][C:21]3[CH:22]=[CH:23][CH:24]=[C:25]([CH:45]=3)[CH2:26][CH2:27][C:28]3[CH:36]=[C:32]([NH:33][C:34]=1[N:35]=2)[CH:31]=[CH:30][C:29]=3[NH:37][C:38]([C@@H:40]1[CH2:44][CH2:43][CH2:42][N:41]1[C:53]([NH:52][C:46]1[CH:51]=[CH:50][CH:49]=[CH:48][CH:47]=1)=[O:54])=[O:39]. The yield is 0.440.